Dataset: Forward reaction prediction with 1.9M reactions from USPTO patents (1976-2016). Task: Predict the product of the given reaction. Given the reactants [CH3:1][O:2][C:3]1[CH:4]=[C:5]2[C:10](=[CH:11][C:12]=1[O:13][CH3:14])[N:9]=[N:8][CH:7]=[C:6]2[C:15]1[CH:16]=[C:17]([CH3:28])[C:18]([N:21]2[CH2:26][CH2:25][C:24](=[O:27])[CH2:23][CH2:22]2)=[N:19][CH:20]=1.[Cl-].[Ce+3].[Cl-].[Cl-].[CH:33]1([Mg]Br)[CH2:35][CH2:34]1, predict the reaction product. The product is: [CH:33]1([C:24]2([OH:27])[CH2:25][CH2:26][N:21]([C:18]3[C:17]([CH3:28])=[CH:16][C:15]([C:6]4[C:5]5[C:10](=[CH:11][C:12]([O:13][CH3:14])=[C:3]([O:2][CH3:1])[CH:4]=5)[N:9]=[N:8][CH:7]=4)=[CH:20][N:19]=3)[CH2:22][CH2:23]2)[CH2:35][CH2:34]1.